From a dataset of Reaction yield outcomes from USPTO patents with 853,638 reactions. Predict the reaction yield, written as a fraction of the theoretical maximum amount of product (1.0 means a 100% yield; for example, 0.34 means a 34% yield). (1) The reactants are [S:1]1[CH:5]=[CH:4][CH:3]=[C:2]1[C:6](Cl)=[O:7].[C:9]([O:13][C:14]([N:16]1[CH2:21][CH2:20][NH:19][CH2:18][CH2:17]1)=[O:15])([CH3:12])([CH3:11])[CH3:10]. The catalyst is CN(C1C=CN=CC=1)C.N1C=CC=CC=1. The product is [C:9]([O:13][C:14]([N:16]1[CH2:21][CH2:20][N:19]([C:6]([C:2]2[S:1][CH:5]=[CH:4][CH:3]=2)=[O:7])[CH2:18][CH2:17]1)=[O:15])([CH3:12])([CH3:10])[CH3:11]. The yield is 0.880. (2) The yield is 0.700. The reactants are [H-].[Na+].[C:3]([O:7][C:8]([C:10]1[CH:20]=[C:19]([O:21][CH2:22][C:23]2[CH:28]=[CH:27][CH:26]=[CH:25][CH:24]=2)[C:13]2[CH2:14][CH:15]([CH2:17][OH:18])[O:16][C:12]=2[CH:11]=1)=[O:9])([CH3:6])([CH3:5])[CH3:4].[CH3:29]I. The product is [C:3]([O:7][C:8]([C:10]1[CH:20]=[C:19]([O:21][CH2:22][C:23]2[CH:24]=[CH:25][CH:26]=[CH:27][CH:28]=2)[C:13]2[CH2:14][CH:15]([CH2:17][O:18][CH3:29])[O:16][C:12]=2[CH:11]=1)=[O:9])([CH3:6])([CH3:4])[CH3:5]. The catalyst is C1COCC1. (3) The reactants are [F:1][C:2]1[CH:3]=[C:4]2[C:8](=[CH:9][CH:10]=1)[NH:7][C:6](=[O:11])[CH2:5]2.[I:12][C:13]1[C:21]2[C:16](=[CH:17][C:18]([CH:22]=O)=[CH:19][CH:20]=2)[NH:15][N:14]=1. The catalyst is N1CCCCC1.CO. The product is [F:1][C:2]1[CH:3]=[C:4]2[C:8](=[CH:9][CH:10]=1)[NH:7][C:6](=[O:11])/[C:5]/2=[CH:22]\[C:18]1[CH:17]=[C:16]2[C:21]([C:13]([I:12])=[N:14][NH:15]2)=[CH:20][CH:19]=1. The yield is 0.960. (4) The reactants are Cl.Cl.[NH:3]1[CH2:6][CH:5]([C:7]2[C:8]([O:28][CH3:29])=[C:9]([CH:15]([N:17]3[C:21]4=[N:22][CH:23]=[N:24][C:25]([NH2:26])=[C:20]4[C:19]([CH3:27])=[N:18]3)[CH3:16])[CH:10]=[C:11]([Cl:14])[C:12]=2[CH3:13])[CH2:4]1.C(N(CC)CC)C.Br[CH:38]([C:41]([F:44])([F:43])[F:42])[CH2:39][OH:40].CN(C)C=O. The catalyst is C(#N)C.O. The product is [NH2:26][C:25]1[N:24]=[CH:23][N:22]=[C:21]2[N:17]([CH:15]([C:9]3[C:8]([O:28][CH3:29])=[C:7]([CH:5]4[CH2:4][N:3]([CH:38]([C:41]([F:44])([F:43])[F:42])[CH2:39][OH:40])[CH2:6]4)[C:12]([CH3:13])=[C:11]([Cl:14])[CH:10]=3)[CH3:16])[N:18]=[C:19]([CH3:27])[C:20]=12. The yield is 0.300. (5) The reactants are C[O:2][C:3](=[O:25])[C:4]1[CH:9]=[CH:8][C:7]([O:10][CH2:11][C:12]2[C:13]([C:18]3[CH:23]=[CH:22][C:21]([Cl:24])=[CH:20][N:19]=3)=[N:14][O:15][C:16]=2[CH3:17])=[N:6][CH:5]=1.COC(=O)C1C=CC(OCC2C(C3C=CC=CN=3)=NOC=2C)=NC=1. No catalyst specified. The product is [Cl:24][C:21]1[CH:22]=[CH:23][C:18]([C:13]2[C:12]([CH2:11][O:10][C:7]3[CH:8]=[CH:9][C:4]([C:3]([OH:25])=[O:2])=[CH:5][N:6]=3)=[C:16]([CH3:17])[O:15][N:14]=2)=[N:19][CH:20]=1. The yield is 0.350.